From a dataset of Forward reaction prediction with 1.9M reactions from USPTO patents (1976-2016). Predict the product of the given reaction. (1) Given the reactants [CH2:1]([O:8][C:9]1[CH:14]=[C:13]([O:15][CH2:16][C:17](=[O:25])[O:18][CH2:19][CH2:20][Si:21]([CH3:24])([CH3:23])[CH3:22])[CH:12]=[CH:11][C:10]=1[N:26]([S:32]([NH:35]C(OC(C)(C)C)=O)(=[O:34])=[O:33])[CH2:27][C:28]([O:30][CH3:31])=[O:29])[C:2]1[CH:7]=[CH:6][CH:5]=[CH:4][CH:3]=1, predict the reaction product. The product is: [NH2:35][S:32]([N:26]([C:10]1[CH:11]=[CH:12][C:13]([O:15][CH2:16][C:17](=[O:25])[O:18][CH2:19][CH2:20][Si:21]([CH3:24])([CH3:23])[CH3:22])=[CH:14][C:9]=1[O:8][CH2:1][C:2]1[CH:3]=[CH:4][CH:5]=[CH:6][CH:7]=1)[CH2:27][C:28]([O:30][CH3:31])=[O:29])(=[O:33])=[O:34]. (2) Given the reactants [H-].[H-].[H-].[H-].[Li+].[Al+3].[C:7]([O:11][C:12]([N:14]1[CH2:19][CH2:18][C:17]([CH2:26][C:27](OCC)=[O:28])([CH2:20][C:21](OCC)=[O:22])[CH2:16][CH2:15]1)=[O:13])([CH3:10])([CH3:9])[CH3:8].O.[OH-].[Na+], predict the reaction product. The product is: [OH:22][CH2:21][CH2:20][C:17]1([CH2:26][CH2:27][OH:28])[CH2:18][CH2:19][N:14]([C:12]([O:11][C:7]([CH3:8])([CH3:10])[CH3:9])=[O:13])[CH2:15][CH2:16]1. (3) Given the reactants [CH2:1]([N:3]1[CH2:8][C@H:7]([CH3:9])[N:6]2[C:10]([C:20](=O)[C:21]([O:23][CH3:24])=[O:22])=[C:11]([C:15]([O:17][CH2:18][CH3:19])=[O:16])[C:12]([O:13][CH3:14])=[C:5]2[C:4]1=[O:26])[CH3:2].[OH-].[Na+].[CH2:29]1COCC1, predict the reaction product. The product is: [CH2:1]([N:3]1[CH2:8][C@H:7]([CH3:9])[N:6]2[C:10]([C:20]([C:21]([O:23][CH3:24])=[O:22])=[CH2:29])=[C:11]([C:15]([O:17][CH2:18][CH3:19])=[O:16])[C:12]([O:13][CH3:14])=[C:5]2[C:4]1=[O:26])[CH3:2].